Dataset: Reaction yield outcomes from USPTO patents with 853,638 reactions. Task: Predict the reaction yield, written as a fraction of the theoretical maximum amount of product (1.0 means a 100% yield; for example, 0.34 means a 34% yield). (1) The reactants are [Li]CCCC.[C:6]([Si:10]([CH3:16])([CH3:15])[O:11][CH2:12][C:13]#[CH:14])([CH3:9])([CH3:8])[CH3:7].[F:17][C:18]([F:25])([F:24])[C:19](OCC)=[O:20].C(O)(=O)CC(CC(O)=O)(C(O)=O)O. The catalyst is C1(C)C=CC=CC=1. The product is [Si:10]([O:11][CH2:12][C:13]#[C:14][C:19](=[O:20])[C:18]([F:25])([F:24])[F:17])([C:6]([CH3:8])([CH3:9])[CH3:7])([CH3:15])[CH3:16]. The yield is 0.754. (2) The reactants are [CH3:1][O:2][C:3]1[CH:10]=[C:9]([O:11][CH3:12])[C:8]([C:13]2[CH:18]=[N:17][CH:16]=[CH:15][N:14]=2)=[CH:7][C:4]=1[CH:5]=O.[C:19]([C:22]1[CH:30]=[CH:29][C:25]([C:26]([OH:28])=[O:27])=[CH:24][CH:23]=1)(=[O:21])[CH3:20]. No catalyst specified. The product is [CH3:1][O:2][C:3]1[CH:10]=[C:9]([O:11][CH3:12])[C:8]([C:13]2[CH:18]=[N:17][CH:16]=[CH:15][N:14]=2)=[CH:7][C:4]=1/[CH:5]=[CH:20]/[C:19]([C:22]1[CH:30]=[CH:29][C:25]([C:26]([OH:28])=[O:27])=[CH:24][CH:23]=1)=[O:21]. The yield is 0.0400. (3) The reactants are [Cl:1][C:2]1[CH:7]=[CH:6][C:5]([C:8]2[CH:13]=[CH:12][N:11]=[CH:10][C:9]=2[CH2:14][OH:15])=[C:4](F)[CH:3]=1.[H-].[Na+]. The catalyst is C1COCC1. The product is [Cl:1][C:2]1[CH:7]=[CH:6][C:5]2[C:8]3[C:9](=[CH:10][N:11]=[CH:12][CH:13]=3)[CH2:14][O:15][C:4]=2[CH:3]=1. The yield is 0.610. (4) The reactants are N[C:2]1[C:10]([Cl:11])=[CH:9][C:5]([C:6]([OH:8])=[O:7])=[C:4]([O:12][CH3:13])[CH:3]=1.S(=O)(=O)(O)O.N([O-])=O.[Na+].[I:23]I. The catalyst is O. The product is [Cl:11][C:10]1[C:2]([I:23])=[CH:3][C:4]([O:12][CH3:13])=[C:5]([CH:9]=1)[C:6]([OH:8])=[O:7]. The yield is 0.190.